From a dataset of Catalyst prediction with 721,799 reactions and 888 catalyst types from USPTO. Predict which catalyst facilitates the given reaction. (1) Reactant: [CH2:1]([C@H:3]1[O:11][C@H:10]2[C@H:6]([N:7]=[C:8]([N:12]([CH3:14])[CH3:13])[S:9]2)[C@@H:5]([O:15]CC2C=CC(OC)=CC=2)[C@@H:4]1[O:25]CC1C=CC(OC)=CC=1)[CH3:2].C(O)(C(F)(F)F)=O.[NH4+].[OH-]. Product: [CH3:14][N:12]([CH3:13])[C:8]1[S:9][C@H:10]2[O:11][C@H:3]([CH2:1][CH3:2])[C@@H:4]([OH:25])[C@H:5]([OH:15])[C@H:6]2[N:7]=1. The catalyst class is: 4. (2) Reactant: [CH3:1][C:2]([O-])([CH3:4])[CH3:3].[K+].[CH3:7][Si:8]([CH3:18])([CH3:17])[C:9]1[CH:10]=[C:11]2C(=[CH:15][CH:16]=1)CC2.[Li]CCCC.CI. Product: [CH3:1][CH:2]1[CH2:4][C:11]2[C:3]1=[CH:15][CH:16]=[C:9]([Si:8]([CH3:18])([CH3:17])[CH3:7])[CH:10]=2. The catalyst class is: 1. (3) Reactant: [N:1]1([C:7]2[CH:12]=[CH:11][C:10]([N:13]3[CH:22]=[CH:21][C:20]4[C:15](=[CH:16][CH:17]=[CH:18][CH:19]=4)[C:14]3=[O:23])=[CH:9][CH:8]=2)[CH2:6][CH2:5][NH:4][CH2:3][CH2:2]1.CC1C=CC(S(O[CH2:35][CH2:36][CH2:37][C:38]2[C:46]3[C:41](=[CH:42][CH:43]=[C:44]([C:47]#[N:48])[CH:45]=3)[NH:40][CH:39]=2)(=O)=O)=CC=1.C(=O)([O-])[O-].[K+].[K+].[I-].[K+]. Product: [O:23]=[C:14]1[C:15]2[C:20](=[CH:19][CH:18]=[CH:17][CH:16]=2)[CH:21]=[CH:22][N:13]1[C:10]1[CH:9]=[CH:8][C:7]([N:1]2[CH2:6][CH2:5][N:4]([CH2:35][CH2:36][CH2:37][C:38]3[C:46]4[C:41](=[CH:42][CH:43]=[C:44]([C:47]#[N:48])[CH:45]=4)[NH:40][CH:39]=3)[CH2:3][CH2:2]2)=[CH:12][CH:11]=1. The catalyst class is: 10. (4) Reactant: C([N:4]1[C:8]2[N:9]=[C:10]([NH:14][C:15](=[O:17])[CH3:16])[N:11]=[C:12]([Cl:13])[C:7]=2[C:6]([CH2:18][CH2:19][O:20][Si:21]([C:34]([CH3:37])([CH3:36])[CH3:35])([C:28]2[CH:33]=[CH:32][CH:31]=[CH:30][CH:29]=2)[C:22]2[CH:27]=[CH:26][CH:25]=[CH:24][CH:23]=2)=[CH:5]1)(=O)C.C([O-])([O-])=O.[K+].[K+]. Product: [C:34]([Si:21]([C:28]1[CH:33]=[CH:32][CH:31]=[CH:30][CH:29]=1)([C:22]1[CH:27]=[CH:26][CH:25]=[CH:24][CH:23]=1)[O:20][CH2:19][CH2:18][C:6]1[C:7]2[C:12]([Cl:13])=[N:11][C:10]([NH:14][C:15](=[O:17])[CH3:16])=[N:9][C:8]=2[NH:4][CH:5]=1)([CH3:35])([CH3:36])[CH3:37]. The catalyst class is: 5. (5) Reactant: [CH2:1]1[CH:9]2[N:4]([CH2:5][CH:6]=[C:7]([C:10]3[C:18]4[C:13](=[N:14][CH:15]=[CH:16][CH:17]=4)[NH:12][CH:11]=3)[CH2:8]2)[CH2:3][CH2:2]1.[F:19][C:20]1[CH:25]=[CH:24][C:23]([S:26](Cl)(=[O:28])=[O:27])=[CH:22][CH:21]=1.C[Si]([N-][Si](C)(C)C)(C)C.[Na+]. Product: [F:19][C:20]1[CH:25]=[CH:24][C:23]([S:26]([N:12]2[C:13]3[C:18](=[CH:17][CH:16]=[CH:15][N:14]=3)[C:10]([C:7]3[CH2:8][CH:9]4[N:4]([CH2:3][CH2:2][CH2:1]4)[CH2:5][CH:6]=3)=[CH:11]2)(=[O:28])=[O:27])=[CH:22][CH:21]=1. The catalyst class is: 1. (6) Reactant: C([O:5][C:6]([C:8]1[CH:17]=[CH:16][C:15]2[C:10](=[CH:11][CH:12]=[C:13]([C:18]([F:21])([F:20])[F:19])[CH:14]=2)[N:9]=1)=[O:7])CCC.[OH-].[Na+]. Product: [F:20][C:18]([F:19])([F:21])[C:13]1[CH:14]=[C:15]2[C:10](=[CH:11][CH:12]=1)[N:9]=[C:8]([C:6]([OH:7])=[O:5])[CH:17]=[CH:16]2. The catalyst class is: 5.